Dataset: Reaction yield outcomes from USPTO patents with 853,638 reactions. Task: Predict the reaction yield, written as a fraction of the theoretical maximum amount of product (1.0 means a 100% yield; for example, 0.34 means a 34% yield). (1) The reactants are Cl[CH2:2][CH2:3][CH2:4][CH2:5]/[C:6](=[N:13]\[S@:14]([C:16]([CH3:19])([CH3:18])[CH3:17])=[O:15])/[C:7]1[CH:12]=[CH:11][CH:10]=[CH:9][CH:8]=1.CC(C[AlH]CC(C)C)C.[Li+].C[Si]([N-][Si](C)(C)C)(C)C. The catalyst is CO. The product is [CH3:17][C:16]([S@@:14]([N:13]1[CH2:2][CH2:3][CH2:4][CH2:5][C@H:6]1[C:7]1[CH:12]=[CH:11][CH:10]=[CH:9][CH:8]=1)=[O:15])([CH3:19])[CH3:18]. The yield is 0.920. (2) The reactants are [NH:1]1[CH2:6][CH:5]=[CH:4][CH2:3][CH2:2]1.[C:7](O[C:7]([O:9][C:10]([CH3:13])([CH3:12])[CH3:11])=[O:8])([O:9][C:10]([CH3:13])([CH3:12])[CH3:11])=[O:8]. The catalyst is C([O-])([O-])=O.[Na+].[Na+]. The product is [C:10]([O:9][C:7]([N:1]1[CH2:2][CH:3]=[CH:4][CH2:5][CH2:6]1)=[O:8])([CH3:13])([CH3:12])[CH3:11]. The yield is 0.930. (3) The reactants are FC(F)(F)C(O)=O.C(OC(=O)[NH:14][C@@H:15]([CH2:31][N:32]1[CH2:37][C:36](=[O:38])[N:35]([C:39]2[CH:44]=[CH:43][CH:42]=[CH:41][C:40]=2[Cl:45])[CH2:34][C:33]1([CH3:47])[CH3:46])[C@@H:16]([OH:30])[CH2:17][C@H:18]([C:22](=[O:29])[NH:23][CH:24]1[CH2:28][CH2:27][CH2:26][CH2:25]1)[CH:19]([CH3:21])[CH3:20])(C)(C)C.[C:49]([OH:56])(=[O:55])/[CH:50]=[CH:51]/[C:52]([OH:54])=[O:53].[CH:57]1([NH:62][C:63](=[O:90])[C@H:64]([CH:87]([CH3:89])[CH3:88])[CH2:65][C@H:66]([OH:86])[C@@H:67]([NH2:85])[CH2:68][N:69]2[CH2:74][C:73](=[O:75])[N:72]([C:76]3[CH:81]=[CH:80][CH:79]=[CH:78][C:77]=3[Cl:82])[CH2:71][C:70]2([CH3:84])[CH3:83])[CH2:61][CH2:60][CH2:59][CH2:58]1. The catalyst is C(Cl)Cl.CO. The product is [C:49]([OH:56])(=[O:55])/[CH:50]=[CH:51]/[C:52]([OH:54])=[O:53].[CH:24]1([NH:23][C:22](=[O:29])[C@H:18]([CH:19]([CH3:20])[CH3:21])[CH2:17][C@H:16]([OH:30])[C@@H:15]([NH2:14])[CH2:31][N:32]2[CH2:37][C:36](=[O:38])[N:35]([C:39]3[CH:44]=[CH:43][CH:42]=[CH:41][C:40]=3[Cl:45])[CH2:34][C:33]2([CH3:46])[CH3:47])[CH2:28][CH2:27][CH2:26][CH2:25]1.[NH2:85][C@@H:67]([CH2:68][N:69]1[CH2:74][C:73](=[O:75])[N:72]([C:76]2[CH:81]=[CH:80][CH:79]=[CH:78][C:77]=2[Cl:82])[CH2:71][C:70]1([CH3:84])[CH3:83])[C@@H:66]([OH:86])[CH2:65][C@@H:64]([CH:87]([CH3:88])[CH3:89])[C:63]([NH:62][CH:57]1[CH2:58][CH2:59][CH2:60][CH2:61]1)=[O:90]. The yield is 0.860. (4) The product is [C:18]([N:9]1[C@@:8]2([C:6]3[CH:7]=[C:2]([Br:1])[CH:3]=[CH:4][C:5]=3[F:21])[CH2:15][O:14][C@H:13]([C:16]([OH:35])=[O:17])[C@H:12]2[CH2:11][O:10]1)(=[O:20])[CH3:19]. The reactants are [Br:1][C:2]1[CH:3]=[CH:4][C:5]([F:21])=[C:6]([C@:8]23[CH2:15][O:14][C@H:13]([CH2:16][OH:17])[CH:12]2[CH2:11][O:10][N:9]3[C:18](=[O:20])[CH3:19])[CH:7]=1.CC1(C)N([O])C(C)(C)CCC1.C(OI(C1C=CC=CC=1)OC(=O)C)(=[O:35])C.S(=O)(O)[O-].[Na+].[OH-].[Na+].CCCC(C)C. The yield is 0.910. The catalyst is C(#N)C.O.C(OCC)(=O)C. (5) The reactants are Br[C:2]1[O:6][C:5]([C:7]2[CH:14]=[CH:13][C:10]([C:11]#[N:12])=[CH:9][N:8]=2)=[CH:4][CH:3]=1.[Br-].[C:16]([C:18]1[CH:25]=[CH:24][C:21]([CH2:22][Zn+])=[CH:20][CH:19]=1)#[N:17]. The catalyst is O1CCCC1.ClCCl.C1(P(C2C=CC=CC=2)C2C=CC=CC=2)C=CC=CC=1.C1(P(C2C=CC=CC=2)C2C=CC=CC=2)C=CC=CC=1.C1(P(C2C=CC=CC=2)C2C=CC=CC=2)C=CC=CC=1.C1(P(C2C=CC=CC=2)C2C=CC=CC=2)C=CC=CC=1.[Pd]. The product is [C:16]([C:18]1[CH:25]=[CH:24][C:21]([CH2:22][C:2]2[O:6][C:5]([C:7]3[CH:14]=[CH:13][C:10]([C:11]#[N:12])=[CH:9][N:8]=3)=[CH:4][CH:3]=2)=[CH:20][CH:19]=1)#[N:17]. The yield is 0.480. (6) The reactants are [CH3:1][N:2]1[CH2:7][CH:6]2[CH2:8][CH2:9][C:3]1([CH:10]([C:12]1[CH:17]=[CH:16][CH:15]=[CH:14][CH:13]=1)[NH2:11])[CH2:4][CH2:5]2.[Cl:18][C:19]1[CH:27]=[C:26]([Cl:28])[CH:25]=[CH:24][C:20]=1[C:21](O)=[O:22].CN(C(ON1N=NC2C=CC=CC1=2)=[N+](C)C)C.[B-](F)(F)(F)F.C(NC(C)C)(C)C. The catalyst is CN(C)C=O. The product is [Cl:18][C:19]1[CH:27]=[C:26]([Cl:28])[CH:25]=[CH:24][C:20]=1[C:21]([NH:11][CH:10]([C:3]12[CH2:9][CH2:8][CH:6]([CH2:5][CH2:4]1)[CH2:7][N:2]2[CH3:1])[C:12]1[CH:17]=[CH:16][CH:15]=[CH:14][CH:13]=1)=[O:22]. The yield is 0.900. (7) The reactants are Cl[C:2]1[N:11]=[C:10]([N:12]2[CH2:17][CH2:16][O:15][CH2:14][CH2:13]2)[C:9]2[C:4](=[C:5]([CH3:32])[CH:6]=[C:7]([C:18]3[C:19]([F:31])=[C:20]([NH:24][S:25]([CH2:28][CH2:29][CH3:30])(=[O:27])=[O:26])[CH:21]=[CH:22][CH:23]=3)[CH:8]=2)[N:3]=1.CC1(C)C(C)(C)OB([C:41]2[CH:42]=[CH:43][C:44]([NH2:47])=[N:45][CH:46]=2)O1.C(=O)([O-])[O-].[Na+].[Na+]. The catalyst is Cl[Pd](Cl)([P](C1C=CC=CC=1)(C1C=CC=CC=1)C1C=CC=CC=1)[P](C1C=CC=CC=1)(C1C=CC=CC=1)C1C=CC=CC=1.CN(C=O)C. The product is [NH2:47][C:44]1[N:45]=[CH:46][C:41]([C:2]2[N:11]=[C:10]([N:12]3[CH2:17][CH2:16][O:15][CH2:14][CH2:13]3)[C:9]3[C:4](=[C:5]([CH3:32])[CH:6]=[C:7]([C:18]4[C:19]([F:31])=[C:20]([NH:24][S:25]([CH2:28][CH2:29][CH3:30])(=[O:27])=[O:26])[CH:21]=[CH:22][CH:23]=4)[CH:8]=3)[N:3]=2)=[CH:42][CH:43]=1. The yield is 0.0600. (8) The reactants are Cl.Cl.[N:3]1([CH2:9][CH:10]([C:22]2([OH:28])[CH2:27][CH2:26][CH2:25][CH2:24][CH2:23]2)[C:11]2[CH:16]=[CH:15][CH:14]=[C:13]([O:17][C:18]([F:21])([F:20])[F:19])[CH:12]=2)[CH2:8][CH2:7][NH:6][CH2:5][CH2:4]1.[CH2:29]=O.O.[OH-].[Na+]. The catalyst is C(O)=O. The product is [CH3:29][N:6]1[CH2:7][CH2:8][N:3]([CH2:9][CH:10]([C:22]2([OH:28])[CH2:27][CH2:26][CH2:25][CH2:24][CH2:23]2)[C:11]2[CH:16]=[CH:15][CH:14]=[C:13]([O:17][C:18]([F:21])([F:20])[F:19])[CH:12]=2)[CH2:4][CH2:5]1. The yield is 0.720. (9) The reactants are [CH2:1]([C:3]1[S:28][C:6]2[N:7]([CH2:13][C:14]3[CH:19]=[CH:18][C:17]([C:20]4[C:21]([C:26]#[N:27])=[CH:22][CH:23]=[CH:24][CH:25]=4)=[CH:16][CH:15]=3)[C:8](=[O:12])[NH:9][C:10](=[O:11])[C:5]=2[CH:4]=1)[CH3:2].N(C(N1CCCCC1)=O)=NC(N1CCCCC1)=O.C(P(CCCC)CCCC)CCC.[CH3:60][O:61][C:62]1[CH:67]=[CH:66][C:65]([C:68]2([CH2:71]O)[CH2:70][CH2:69]2)=[CH:64][CH:63]=1. The catalyst is O1CCCC1. The product is [CH2:1]([C:3]1[S:28][C:6]2[N:7]([CH2:13][C:14]3[CH:19]=[CH:18][C:17]([C:20]4[C:21]([C:26]#[N:27])=[CH:22][CH:23]=[CH:24][CH:25]=4)=[CH:16][CH:15]=3)[C:8](=[O:12])[N:9]([CH2:71][C:68]3([C:65]4[CH:64]=[CH:63][C:62]([O:61][CH3:60])=[CH:67][CH:66]=4)[CH2:70][CH2:69]3)[C:10](=[O:11])[C:5]=2[CH:4]=1)[CH3:2]. The yield is 0.500. (10) The reactants are C([NH:8][CH2:9][CH2:10][C:11]1[C:19]2[CH:18]=[CH:17][CH:16]=[CH:15][C:14]=2[N:13]2[CH2:20][CH2:21][N:22](CC3C=CC=CC=3)[CH2:23][CH2:24][C:12]=12)C1C=CC=CC=1.C([O-])=O.[NH4+]. The catalyst is CO.[Pd]. The product is [CH2:24]1[C:12]2=[C:11]([CH2:10][CH2:9][NH2:8])[C:19]3[CH:18]=[CH:17][CH:16]=[CH:15][C:14]=3[N:13]2[CH2:20][CH2:21][NH:22][CH2:23]1. The yield is 0.470.